Task: Predict the product of the given reaction.. Dataset: Forward reaction prediction with 1.9M reactions from USPTO patents (1976-2016) (1) Given the reactants [CH3:1][CH:2]1[C:7](B2OC(C)(C)C(C)(C)O2)=[CH:6][CH2:5][N:4]([C:17]([O:19][C:20]([CH3:23])([CH3:22])[CH3:21])=[O:18])[CH2:3]1.Br[C:25]1[CH:26]=[CH:27][C:28]([CH2:31][N:32]2[C:40]3[C:35](=[CH:36][C:37]([S:41]([CH3:44])(=[O:43])=[O:42])=[CH:38][CH:39]=3)[CH:34]=[CH:33]2)=[N:29][CH:30]=1.ClCCl.C(=O)([O-])[O-].[Cs+].[Cs+], predict the reaction product. The product is: [CH3:44][S:41]([C:37]1[CH:36]=[C:35]2[C:40](=[CH:39][CH:38]=1)[N:32]([CH2:31][C:28]1[CH:27]=[CH:26][C:25]([C:7]3[CH:2]([CH3:1])[CH2:3][N:4]([C:17]([O:19][C:20]([CH3:21])([CH3:22])[CH3:23])=[O:18])[CH2:5][CH:6]=3)=[CH:30][N:29]=1)[CH:33]=[CH:34]2)(=[O:42])=[O:43]. (2) The product is: [CH3:1][N:2]1[CH2:7][CH:6]=[C:5]([C:17]2[C:16]3[C:20](=[CH:21][CH:22]=[C:14]([N:9]4[CH2:13][CH2:12][CH2:11][CH2:10]4)[CH:15]=3)[NH:19][CH:18]=2)[CH2:4][CH2:3]1. Given the reactants [CH3:1][N:2]1[CH2:7][CH2:6][C:5](=O)[CH2:4][CH2:3]1.[N:9]1([C:14]2[CH:15]=[C:16]3[C:20](=[CH:21][CH:22]=2)[NH:19][CH:18]=[CH:17]3)[CH2:13][CH2:12][CH2:11][CH2:10]1.[OH-].[K+], predict the reaction product. (3) Given the reactants [CH3:1][O:2][C:3]1[CH:11]=[CH:10][CH:9]=[C:8]([N+:12]([O-:14])=[O:13])[C:4]=1[C:5]([OH:7])=O.[NH2:15][CH:16]1[CH2:21][CH2:20][N:19]([CH2:22][C:23]2[CH:28]=[CH:27][CH:26]=[CH:25][CH:24]=2)[CH2:18][CH2:17]1.ON1C2C=CC=CC=2N=N1.CN(C)CCCN=C=NCC.C(N(CC)CC)C, predict the reaction product. The product is: [CH2:22]([N:19]1[CH2:20][CH2:21][CH:16]([NH:15][C:5](=[O:7])[C:4]2[C:8]([N+:12]([O-:14])=[O:13])=[CH:9][CH:10]=[CH:11][C:3]=2[O:2][CH3:1])[CH2:17][CH2:18]1)[C:23]1[CH:24]=[CH:25][CH:26]=[CH:27][CH:28]=1. (4) Given the reactants Cl[C:2]1[S:6][C:5]([CH2:7][N:8]([CH2:21][C:22]([F:25])([F:24])[F:23])[C:9]2[CH:16]=[CH:15][C:12]([C:13]#[N:14])=[C:11]([C:17]([F:20])([F:19])[F:18])[CH:10]=2)=[CH:4][CH:3]=1, predict the reaction product. The product is: [S:6]1[CH:2]=[CH:3][CH:4]=[C:5]1[CH2:7][N:8]([CH2:21][C:22]([F:23])([F:24])[F:25])[C:9]1[CH:16]=[CH:15][C:12]([C:13]#[N:14])=[C:11]([C:17]([F:18])([F:19])[F:20])[CH:10]=1.